This data is from Forward reaction prediction with 1.9M reactions from USPTO patents (1976-2016). The task is: Predict the product of the given reaction. (1) The product is: [NH:1]([C:18]([O:20][C:21]([CH3:24])([CH3:23])[CH3:22])=[O:19])[C@H:2]([C:15]([OH:17])=[O:16])[CH2:3][CH2:4][CH2:5][CH2:6][NH:7][C:8]([O:10][C:11]([CH3:14])([CH3:13])[CH3:12])=[O:9].[CH2:59]([NH:67][CH2:68][CH2:69][CH2:70][CH2:71][CH2:72][CH2:73][CH2:74][CH2:75][CH2:76][CH3:77])[CH2:60][CH2:61][CH2:62][CH2:63][CH2:64][CH2:65][CH3:66]. Given the reactants [NH:1]([C:18]([O:20][C:21]([CH3:24])([CH3:23])[CH3:22])=[O:19])[C@H:2]([C:15]([OH:17])=[O:16])[CH2:3][CH2:4][CH2:5][CH2:6][NH:7][C:8]([O:10][C:11]([CH3:14])([CH3:13])[CH3:12])=[O:9].C(N(CC)C(C)C)(C)C.CN(C(ON1N=NC2C=CC=CC1=2)=[N+](C)C)C.F[P-](F)(F)(F)(F)F.[Cl-].[CH2:59]([NH2+:67][CH2:68][CH2:69][CH2:70][CH2:71][CH2:72][CH2:73][CH2:74][CH2:75][CH2:76][CH3:77])[CH2:60][CH2:61][CH2:62][CH2:63][CH2:64][CH2:65][CH3:66], predict the reaction product. (2) Given the reactants C([O:3][C:4](=[O:19])[C@@H:5]([O:17][CH3:18])[CH2:6][C:7]1[CH:12]=[CH:11][C:10]([O:13][CH2:14][CH2:15]Br)=[CH:9][CH:8]=1)C.C[O:21][C:22](=[O:30])[C:23]1[CH:28]=[CH:27][CH:26]=[CH:25][C:24]=1[OH:29].CO[C@@H](CC1C=CC(OCCCOC2C=CC=CC=2)=CC=1)C(O)=O, predict the reaction product. The product is: [C:4]([C@@H:5]([O:17][CH3:18])[CH2:6][C:7]1[CH:8]=[CH:9][C:10]([O:13][CH2:14][CH2:15][O:29][C:24]2[CH:25]=[CH:26][CH:27]=[CH:28][C:23]=2[C:22]([OH:30])=[O:21])=[CH:11][CH:12]=1)([OH:3])=[O:19]. (3) Given the reactants [F:1][C:2]1[CH:3]=[C:4]2[C:8](=[CH:9][CH:10]=1)[NH:7][C:6](=[O:11])[CH2:5]2.[Li+].C[Si]([N-][Si](C)(C)C)(C)C.C1COCC1.[OH:27][CH2:28][C:29]1[CH:30]=[C:31]2[C:35](=[CH:36][CH:37]=1)[C:34](=O)[O:33][CH:32]2[C:39]1[CH:44]=[CH:43][CH:42]=[CH:41][CH:40]=1, predict the reaction product. The product is: [F:1][C:2]1[CH:3]=[C:4]2[C:8](=[CH:9][CH:10]=1)[NH:7][C:6](=[O:11])[C:5]2=[C:34]1[C:35]2[C:31](=[CH:30][C:29]([CH2:28][OH:27])=[CH:37][CH:36]=2)[CH:32]([C:39]2[CH:40]=[CH:41][CH:42]=[CH:43][CH:44]=2)[O:33]1. (4) Given the reactants [CH3:1][C:2]1[C:10]2[N:9]=[C:8]([CH2:11][CH2:12][CH3:13])[N:7]([CH2:14][C:15]3[CH:33]=[CH:32][C:18]4/[C:19](=[CH:28]\[C:29](O)=O)/[C:20]5[CH:27]=[CH:26][CH:25]=[CH:24][C:21]=5O[CH2:23][C:17]=4[CH:16]=3)[C:6]=2[CH:5]=[CH:4][CH:3]=1.[OH2:34].[NH2:35][NH2:36].[OH2:37], predict the reaction product. The product is: [CH3:1][C:2]1[C:10]2[N:9]=[C:8]([CH2:11][CH2:12][CH3:13])[N:7]([CH2:14][C:15]3[CH:33]=[CH:32][C:18]4/[C:19](=[CH:28]\[C:29]([NH:35][NH2:36])=[O:37])/[C:20]5[CH:21]=[CH:24][CH:25]=[CH:26][C:27]=5[O:34][CH2:23][C:17]=4[CH:16]=3)[C:6]=2[CH:5]=[CH:4][CH:3]=1. (5) Given the reactants FC(F)(F)C(O)=O.[NH2:8][C@H:9]([C:19]1[C:24]([C:25]2[CH:26]=[CH:27][C:28]([F:34])=[C:29]([CH:33]=2)[C:30]([NH2:32])=[O:31])=[CH:23][CH:22]=[CH:21][N:20]=1)[CH2:10][C:11]1[CH:16]=[C:15]([F:17])[CH:14]=[C:13]([F:18])[CH:12]=1.[C:35]([O:39][C:40]([N:42]1[C@@H:46]([C:47]2[CH:52]=[CH:51][CH:50]=[CH:49][CH:48]=2)[CH2:45][CH2:44][C@H:43]1[C:53](O)=[O:54])=[O:41])([CH3:38])([CH3:37])[CH3:36], predict the reaction product. The product is: [C:30]([C:29]1[CH:33]=[C:25]([C:24]2[C:19]([C@@H:9]([NH:8][C:53]([C@@H:43]3[CH2:44][CH2:45][C@H:46]([C:47]4[CH:48]=[CH:49][CH:50]=[CH:51][CH:52]=4)[N:42]3[C:40]([O:39][C:35]([CH3:38])([CH3:37])[CH3:36])=[O:41])=[O:54])[CH2:10][C:11]3[CH:12]=[C:13]([F:18])[CH:14]=[C:15]([F:17])[CH:16]=3)=[N:20][CH:21]=[CH:22][CH:23]=2)[CH:26]=[CH:27][C:28]=1[F:34])(=[O:31])[NH2:32]. (6) Given the reactants C(N(CC)CC)C.[CH3:8][C:9]([N:14]1[C:19](=[O:20])[C:18]([C:21]2[CH:22]=[N:23][CH:24]=[N:25][CH:26]=2)=[C:17]([CH3:27])[O:16][CH2:15]1)([CH3:13])[C:10](Cl)=[O:11].[Cl:28][C:29]1[N:34]=[C:33]([NH2:35])[CH:32]=[CH:31][CH:30]=1.C(Cl)Cl, predict the reaction product. The product is: [Cl:28][C:29]1[N:34]=[C:33]([NH:35][C:10](=[O:11])[C:9]([CH3:13])([N:14]2[C:19](=[O:20])[C:18]([C:21]3[CH:22]=[N:23][CH:24]=[N:25][CH:26]=3)=[C:17]([CH3:27])[O:16][CH2:15]2)[CH3:8])[CH:32]=[CH:31][CH:30]=1. (7) Given the reactants O1CCCC1.[Br:6][C:7]1[C:12]([F:13])=[CH:11][C:10]([S:14](Cl)(=[O:16])=[O:15])=[C:9]([F:18])[CH:8]=1.O.[NH3:20], predict the reaction product. The product is: [Br:6][C:7]1[C:12]([F:13])=[CH:11][C:10]([S:14]([NH2:20])(=[O:16])=[O:15])=[C:9]([F:18])[CH:8]=1.